Predict the reactants needed to synthesize the given product. From a dataset of Full USPTO retrosynthesis dataset with 1.9M reactions from patents (1976-2016). (1) Given the product [C:32]([O:31][C:29]([N:18]([CH2:17][C@@H:12]1[CH2:13][CH2:14][CH2:15][CH2:16][C@H:11]1[NH2:10])[CH2:19][CH2:20][CH2:21][C:22]1[CH:27]=[CH:26][C:25]([F:28])=[CH:24][CH:23]=1)=[O:30])([CH3:35])([CH3:33])[CH3:34], predict the reactants needed to synthesize it. The reactants are: C(OC(=O)[NH:10][C@@H:11]1[CH2:16][CH2:15][CH2:14][CH2:13][C@H:12]1[CH2:17][N:18]([C:29]([O:31][C:32]([CH3:35])([CH3:34])[CH3:33])=[O:30])[CH2:19][CH2:20][CH2:21][C:22]1[CH:27]=[CH:26][C:25]([F:28])=[CH:24][CH:23]=1)C1C=CC=CC=1. (2) Given the product [C@@:22]12([OH:21])[N:29]([CH3:30])[C@@H:26]([CH2:27][CH2:28]1)[CH2:25][CH:24]=[CH:23]2.[F:11][C:18]([C:32]1[CH:37]=[CH:36][C:35]([F:38])=[C:34]([F:39])[CH:33]=1)([C:17]1[CH:40]=[CH:41][C:42]([F:43])=[C:15]([F:14])[CH:16]=1)[C:19]([O-:21])=[O:20], predict the reactants needed to synthesize it. The reactants are: COCCS(F)(F)([F:11])(CCOC)N.[F:14][C:15]1[CH:16]=[C:17]([CH:40]=[CH:41][C:42]=1[F:43])[C:18]([C:32]1[CH:37]=[CH:36][C:35]([F:38])=[C:34]([F:39])[CH:33]=1)(O)[C:19]([O:21][C@@:22]12[N:29]([CH3:30])[C@@H:26]([CH2:27][CH2:28]1)[CH2:25][CH:24]=[CH:23]2)=[O:20].O.C([O-])(O)=O.[Na+].